This data is from Catalyst prediction with 721,799 reactions and 888 catalyst types from USPTO. The task is: Predict which catalyst facilitates the given reaction. (1) Product: [CH2:1]([C:3]1[CH:4]=[C:5]([CH:15]=[CH:16][C:17]=1[CH3:18])[S:6][C:7]1[CH:14]=[CH:13][C:10]([CH2:11][NH2:12])=[CH:9][CH:8]=1)[CH3:2]. Reactant: [CH2:1]([C:3]1[CH:4]=[C:5]([CH:15]=[CH:16][C:17]=1[CH3:18])[S:6][C:7]1[CH:14]=[CH:13][C:10]([C:11]#[N:12])=[CH:9][CH:8]=1)[CH3:2].C1COCC1.[H-].[Al+3].[Li+].[H-].[H-].[H-].[OH-].[Na+]. The catalyst class is: 97. (2) Reactant: [H-].[Na+].[I-].[CH3:4][S+](C)C.[Cl:8][C:9]1[CH:28]=[CH:27][C:12]([O:13][C:14]2[CH:19]=[CH:18][C:17]([C:20](=[O:22])[CH3:21])=[C:16]([C:23]([F:26])([F:25])[F:24])[CH:15]=2)=[CH:11][CH:10]=1. Product: [Cl:8][C:9]1[CH:10]=[CH:11][C:12]([O:13][C:14]2[CH:19]=[CH:18][C:17]([C:20]3([CH3:4])[CH2:21][O:22]3)=[C:16]([C:23]([F:24])([F:25])[F:26])[CH:15]=2)=[CH:27][CH:28]=1. The catalyst class is: 774. (3) Reactant: [Cl:1][C:2]1[CH:3]=[C:4]([CH2:8][C:9]#[N:10])[CH:5]=[CH:6][CH:7]=1.[CH:11](OCC)=[O:12]. Product: [Cl:1][C:2]1[CH:3]=[C:4]([CH:8]([CH:11]=[O:12])[C:9]#[N:10])[CH:5]=[CH:6][CH:7]=1. The catalyst class is: 8. (4) Reactant: CC(C)([O-])C.[K+].[OH:7][CH2:8][C:9]1[CH:10]=[C:11]([CH:15]=[CH:16][CH:17]=1)[C:12]([OH:14])=[O:13].[NH2:18][C:19]1[C:24]([C:25]#[N:26])=[C:23]([C:27]2[CH:32]=[CH:31][C:30]([O:33][CH:34]3[CH2:38][CH2:37][O:36][CH2:35]3)=[CH:29][CH:28]=2)[C:22]([C:39]#[N:40])=[C:21](SC2C=CC=CC=2)[N:20]=1.Cl. Product: [NH2:18][C:19]1[N:20]=[C:21]([O:7][CH2:8][C:9]2[CH:10]=[C:11]([CH:15]=[CH:16][CH:17]=2)[C:12]([OH:14])=[O:13])[C:22]([C:39]#[N:40])=[C:23]([C:27]2[CH:32]=[CH:31][C:30]([O:33][CH:34]3[CH2:38][CH2:37][O:36][CH2:35]3)=[CH:29][CH:28]=2)[C:24]=1[C:25]#[N:26]. The catalyst class is: 149. (5) Product: [CH:23]1[CH:22]=[CH:21][N:13]2[CH2:14][C:15]3[CH:20]=[CH:19][CH:18]=[CH:17][C:16]=3[N:10]([C:8]([C:6]3[CH:5]=[CH:4][C:3]([C:24]4[CH2:29][CH2:28][CH2:27][CH:26]([OH:30])[C:25]=4[CH3:31])=[C:2]([CH3:1])[CH:7]=3)=[O:9])[CH2:11][C:12]=12. Reactant: [CH3:1][C:2]1[CH:7]=[C:6]([C:8]([N:10]2[C:16]3[CH:17]=[CH:18][CH:19]=[CH:20][C:15]=3[CH2:14][N:13]3[CH:21]=[CH:22][CH:23]=[C:12]3[CH2:11]2)=[O:9])[CH:5]=[CH:4][C:3]=1[C:24]1[CH2:29][CH2:28][CH2:27][C:26](=[O:30])[C:25]=1[CH3:31].[Cl-].[Ce+3].[Cl-].[Cl-].[BH4-].[Na+]. The catalyst class is: 5. (6) Reactant: [ClH:1].[NH2:2][C@@H:3]([CH3:10])[C:4]([O:6][CH:7]([CH3:9])[CH3:8])=[O:5].[P:11](Cl)(Cl)(=[O:23])[O:12][C:13]1[CH:22]=[CH:21][C:20]2[C:15](=[CH:16][CH:17]=[CH:18][CH:19]=2)[CH:14]=1.C(N(CC)CC)C. Product: [Cl:1][C:14]1[C:15]2[C:20](=[CH:19][CH:18]=[CH:17][CH:16]=2)[CH:21]=[CH:22][C:13]=1[O:12][P:11](=[N:2][C@@H:3]([CH3:10])[C:4]([O:6][CH:7]([CH3:9])[CH3:8])=[O:5])=[O:23]. The catalyst class is: 2. (7) Reactant: [CH3:1][O:2][C:3]1[CH:4]=[C:5]([S:9][CH2:10][CH2:11][NH2:12])[CH:6]=[CH:7][CH:8]=1.Cl[C:14]([O:16][CH2:17][C:18]1[CH:23]=[CH:22][CH:21]=[CH:20][CH:19]=1)=[O:15].C(N(CC)CC)C. Product: [CH3:1][O:2][C:3]1[CH:4]=[C:5]([S:9][CH2:10][CH2:11][NH:12][C:14](=[O:15])[O:16][CH2:17][C:18]2[CH:23]=[CH:22][CH:21]=[CH:20][CH:19]=2)[CH:6]=[CH:7][CH:8]=1. The catalyst class is: 25.